From a dataset of Forward reaction prediction with 1.9M reactions from USPTO patents (1976-2016). Predict the product of the given reaction. The product is: [C:9]([O:19][C:20]([C:26]([O:29][C:30]([C:36]([O:39][C:40]([C:46]([O:49][C:50]([C:56]([O:59][C:60]([C:66]([O:69][C:70]([CH2:76][OH:77])([C:72]([F:73])([F:74])[F:75])[F:71])([F:67])[F:68])([C:62]([F:63])([F:64])[F:65])[F:61])([F:58])[F:57])([C:52]([F:53])([F:54])[F:55])[F:51])([F:48])[F:47])([C:42]([F:45])([F:44])[F:43])[F:41])([F:38])[F:37])([C:32]([F:35])([F:34])[F:33])[F:31])([F:28])[F:27])([C:22]([F:25])([F:24])[F:23])[F:21])([C:12]([C:15]([F:18])([F:17])[F:16])([F:14])[F:13])([F:11])[F:10]. Given the reactants [BH4-].[Na+].C(COC)OC.[C:9]([O:19][C:20]([C:26]([O:29][C:30]([C:36]([O:39][C:40]([C:46]([O:49][C:50]([C:56]([O:59][C:60]([C:66]([O:69][C:70]([C:76](OC)=[O:77])([C:72]([F:75])([F:74])[F:73])[F:71])([F:68])[F:67])([C:62]([F:65])([F:64])[F:63])[F:61])([F:58])[F:57])([C:52]([F:55])([F:54])[F:53])[F:51])([F:48])[F:47])([C:42]([F:45])([F:44])[F:43])[F:41])([F:38])[F:37])([C:32]([F:35])([F:34])[F:33])[F:31])([F:28])[F:27])([C:22]([F:25])([F:24])[F:23])[F:21])([C:12]([C:15]([F:18])([F:17])[F:16])([F:14])[F:13])([F:11])[F:10].Cl, predict the reaction product.